From a dataset of Catalyst prediction with 721,799 reactions and 888 catalyst types from USPTO. Predict which catalyst facilitates the given reaction. (1) Reactant: [F:1][CH:2]([F:6])[C:3](F)=O.[N:7]1([CH:13]=[CH:14][C:15]([O:17]C)=[O:16])CCCC[CH2:8]1.[F-].[K+].C[NH:22]N.[OH-].[Na+]. Product: [F:1][CH:2]([F:6])[C:3]1[C:14]([C:15]([OH:17])=[O:16])=[CH:13][N:7]([CH3:8])[N:22]=1. The catalyst class is: 11. (2) Reactant: [NH:1]1[C:9]2[C:4](=[CH:5][CH:6]=[CH:7][CH:8]=2)[C:3]([CH2:10][C@H:11]([C:26](=[O:58])[NH:27][C@@H:28]([C:43]2[CH:48]=[CH:47][C:46]([O:49][Si:50]([C:53]([CH3:56])([CH3:55])[CH3:54])([CH3:52])[CH3:51])=[C:45]([Cl:57])[CH:44]=2)[CH2:29][C:30](=[O:42])[O:31][CH2:32][CH2:33]/[CH:34]=[C:35](\[CH3:41])/[CH2:36][CH2:37]C(O)=O)[N:12]([CH3:25])[C:13](=[O:24])[C@H:14]([CH3:23])[NH:15][C:16](=[O:22])OC(C)(C)C)=[CH:2]1.FC(F)(F)C(O)=O.CCN(C(C)C)C(C)C.C(P1(=O)OP(CCC)(=O)OP(CCC)(=O)O1)CC. Product: [NH:1]1[C:9]2[C:4](=[CH:5][CH:6]=[CH:7][CH:8]=2)[C:3]([CH2:10][C@H:11]2[N:12]([CH3:25])[C:13](=[O:24])[C@H:14]([CH3:23])[NH:15][C:16](=[O:22])[CH2:37][CH2:36][C:35]([CH3:41])=[CH:34][CH2:33][CH2:32][O:31][C:30](=[O:42])[CH2:29][C@H:28]([C:43]3[CH:48]=[CH:47][C:46]([O:49][Si:50]([C:53]([CH3:56])([CH3:55])[CH3:54])([CH3:52])[CH3:51])=[C:45]([Cl:57])[CH:44]=3)[NH:27][C:26]2=[O:58])=[CH:2]1. The catalyst class is: 2. (3) Reactant: C[Si]([N-][Si](C)(C)C)(C)C.[K+].C([O:13][C:14](=[O:19])[C:15]([OH:18])([CH3:17])[CH3:16])C.Cl[C:21]1[CH:26]=[CH:25][C:24]([C:27]([F:30])([F:29])[F:28])=[CH:23][N:22]=1.Cl. Product: [CH3:17][C:15]([O:18][C:21]1[CH:26]=[CH:25][C:24]([C:27]([F:30])([F:29])[F:28])=[CH:23][N:22]=1)([CH3:16])[C:14]([OH:13])=[O:19]. The catalyst class is: 7.